From a dataset of Reaction yield outcomes from USPTO patents with 853,638 reactions. Predict the reaction yield, written as a fraction of the theoretical maximum amount of product (1.0 means a 100% yield; for example, 0.34 means a 34% yield). (1) The reactants are [CH3:1][NH:2][C@H:3]([C:14]([NH:16][C@H:17]([C:22]([N:24]([C@@H:26]([CH:33]([CH3:35])[CH3:34])/[CH:27]=[C:28](/[C:30](O)=[O:31])\[CH3:29])[CH3:25])=[O:23])[C:18]([CH3:21])([CH3:20])[CH3:19])=[O:15])[C:4]([CH3:13])([CH3:12])[C:5]1[CH:10]=[CH:9][CH:8]=[C:7]([CH3:11])[CH:6]=1.OC1C2N=NNC=2C=CC=1.Cl.CN(C)CCCN=C=NCC.[NH:58]1[CH2:63][CH2:62][O:61][CH2:60][CH2:59]1. The catalyst is C(#N)C. The product is [CH3:1][NH:2][C@H:3]([C:14]([NH:16][C@H:17]([C:22]([N:24]([C@@H:26]([CH:33]([CH3:35])[CH3:34])/[CH:27]=[C:28](\[CH3:29])/[C:30]([N:58]1[CH2:63][CH2:62][O:61][CH2:60][CH2:59]1)=[O:31])[CH3:25])=[O:23])[C:18]([CH3:20])([CH3:21])[CH3:19])=[O:15])[C:4]([CH3:13])([CH3:12])[C:5]1[CH:10]=[CH:9][CH:8]=[C:7]([CH3:11])[CH:6]=1. The yield is 0.780. (2) The reactants are [C:1]([OH:7])([C:3]([F:6])([F:5])[F:4])=[O:2].[CH2:8]([O:15][N:16]1[C:22](=[O:23])[N:21]2[CH2:24][C@H:17]1[CH2:18][CH2:19][C@H:20]2[C:25]([NH:27][NH:28]C(OC(C)(C)C)=O)=[O:26])[C:9]1[CH:14]=[CH:13][CH:12]=[CH:11][CH:10]=1. The catalyst is C(Cl)Cl. The product is [OH:7][C:1]([C:3]([F:6])([F:5])[F:4])=[O:2].[CH2:8]([O:15][N:16]1[C:22](=[O:23])[N:21]2[CH2:24][C@H:17]1[CH2:18][CH2:19][C@H:20]2[C:25]([NH:27][NH2:28])=[O:26])[C:9]1[CH:14]=[CH:13][CH:12]=[CH:11][CH:10]=1. The yield is 0.930.